This data is from Forward reaction prediction with 1.9M reactions from USPTO patents (1976-2016). The task is: Predict the product of the given reaction. (1) Given the reactants [N:1]1([C:7](=[O:23])[C@@H:8]([NH:15]C(=O)OC(C)(C)C)[CH2:9][C:10]2[S:11][CH:12]=[CH:13][CH:14]=2)[CH2:6][CH2:5][O:4][CH2:3][CH2:2]1.Cl, predict the reaction product. The product is: [N:1]1([C:7](=[O:23])[C@@H:8]([NH2:15])[CH2:9][C:10]2[S:11][CH:12]=[CH:13][CH:14]=2)[CH2:6][CH2:5][O:4][CH2:3][CH2:2]1. (2) The product is: [CH3:5][O:6][C:7]1[C:16]2[O:17][C:18]([CH3:21])([CH3:20])[CH2:19][C:15]=2[C:14]2[C:13]([C:22]3[CH:23]=[CH:24][CH:25]=[CH:26][CH:27]=3)=[N:12][C:11]([CH3:28])([CH3:29])[CH2:10][C:9]=2[C:8]=1[C:30]#[N:2]. Given the reactants Cl.[NH2:2]O.Cl.[CH3:5][O:6][C:7]1[C:16]2[O:17][C:18]([CH3:21])([CH3:20])[CH2:19][C:15]=2[C:14]2[C:13]([C:22]3[CH:27]=[CH:26][CH:25]=[CH:24][CH:23]=3)=[N:12][C:11]([CH3:29])([CH3:28])[CH2:10][C:9]=2[C:8]=1[CH:30]=O.O.N, predict the reaction product. (3) Given the reactants [Cl:1][C:2]1[CH:7]=[CH:6][C:5]([C:8]2[CH:13]=[CH:12][CH:11]=[CH:10][C:9]=2[C@@H:14]([OH:32])[CH:15]2[CH2:20][CH2:19][N:18]([C:21]3[CH:31]=[CH:30][C:24]([C:25]([O:27]CC)=[O:26])=[CH:23][CH:22]=3)[CH2:17][CH2:16]2)=[CH:4][CH:3]=1.[Li+].[OH-], predict the reaction product. The product is: [Cl:1][C:2]1[CH:3]=[CH:4][C:5]([C:8]2[CH:13]=[CH:12][CH:11]=[CH:10][C:9]=2[C@@H:14]([OH:32])[CH:15]2[CH2:20][CH2:19][N:18]([C:21]3[CH:22]=[CH:23][C:24]([C:25]([OH:27])=[O:26])=[CH:30][CH:31]=3)[CH2:17][CH2:16]2)=[CH:6][CH:7]=1. (4) Given the reactants [F:1][C:2]1[CH:7]=[CH:6][C:5]([CH:8]2[C:17](=O)[C:16]3[C:15]([C:19](OCC)=[O:20])=[CH:14][CH:13]=[CH:12][C:11]=3[NH:10][CH:9]2[C:24]2N(C)C=CN=2)=[CH:4][CH:3]=1.O.[NH2:31][NH2:32], predict the reaction product. The product is: [F:1][C:2]1[CH:7]=[CH:6][C:5]([CH:8]2[C:17]3=[N:31][NH:32][C:19](=[O:20])[C:15]4[CH:14]=[CH:13][CH:12]=[C:11]([C:16]=43)[NH:10][CH:9]2[C:24]2[CH:15]=[C:16]3[C:11](=[CH:12][CH:13]=2)[N:10]=[CH:9][CH:8]=[CH:17]3)=[CH:4][CH:3]=1.